Dataset: Experimentally validated miRNA-target interactions with 360,000+ pairs, plus equal number of negative samples. Task: Binary Classification. Given a miRNA mature sequence and a target amino acid sequence, predict their likelihood of interaction. (1) The miRNA is mmu-miR-5099 with sequence UUAGAUCGAUGUGGUGCUCC. The protein sequence of the target gene is MSLQLRSSARIPSGSISPFMRMAPLAFLLLFTLPQHLAEAAPSSVIAATELRCVCLTVTPKINPKLIANLEVIPAGPQCPTVEVIAKLKNQKEVCLDPEAPVIKKIIQKILGSDKKKAKRNALAVERTASVQ. Result: 0 (no interaction). (2) The miRNA is mmu-miR-323-3p with sequence CACAUUACACGGUCGACCUCU. The protein sequence of the target gene is MPDYLGADQRKTKEDEKDDKPIRALDEGDIALLKTYGQSTYSRQIKQVEDDIQQLLKKINELTGIKESDTGLAPPALWDLAADKQTLQSEQPLQVARCTKIINADSEDPKYIINVKQFAKFVVDLSDQVAPTDIEEGMRVGVDRNKYQIHIPLPPKIDPTVTMMQVEEKPDVTYSDVGGCKEQIEKLREVVETPLLHPERFVNLGIEPPKGVLLFGPPGTGKTLCARAVANRTDACFIRVIGSELVQKYVGEGARMVRELFEMARTKKACLIFFDEIDAIGGARFDDGAGGDNEVQRTML.... Result: 0 (no interaction). (3) The miRNA is hsa-miR-500a-3p with sequence AUGCACCUGGGCAAGGAUUCUG. The protein sequence of the target gene is MLSEAEEPREVATDVFNSKNLAVQAQKKILGKMVSKSIATTLIDDTSSEVLDELYRVTKEYTQNKKEAERVIKNLIKTVIKLAVLHRNNQFNQDELALMEKFKKKVHQLAMTVVSFHQVEYTFDRNVLSRLLNECRELLHEIIQRHLTAKSHGRVNNVFDHFSDCDFLAALYNPFGKFKPHLQKLCDGINKMLDEENI. Result: 0 (no interaction).